This data is from Peptide-MHC class I binding affinity with 185,985 pairs from IEDB/IMGT. The task is: Regression. Given a peptide amino acid sequence and an MHC pseudo amino acid sequence, predict their binding affinity value. This is MHC class I binding data. (1) The peptide sequence is RYSIFFDY. The MHC is HLA-B35:01 with pseudo-sequence HLA-B35:01. The binding affinity (normalized) is 0. (2) The binding affinity (normalized) is 1.00. The MHC is HLA-A02:02 with pseudo-sequence HLA-A02:02. The peptide sequence is LLNILTIAV. (3) The peptide sequence is AAILKQHKL. The MHC is HLA-A30:01 with pseudo-sequence HLA-A30:01. The binding affinity (normalized) is 0.0847.